Dataset: Reaction yield outcomes from USPTO patents with 853,638 reactions. Task: Predict the reaction yield, written as a fraction of the theoretical maximum amount of product (1.0 means a 100% yield; for example, 0.34 means a 34% yield). (1) The reactants are Cl[C:2]1[N:7]=[C:6]([NH:8][C:9]2[CH:18]=[CH:17][C:12]3[NH:13][C:14](=[O:16])NC=3C=2)[C:5](F)=[CH:4][N:3]=1.[CH3:20][N:21]1[CH2:26][CH2:25][N:24]([C:27]2[N:32]=[CH:31][C:30]([NH2:33])=[CH:29][CH:28]=2)[CH2:23][CH2:22]1.[C:34]([OH:40])([C:36](F)(F)F)=O.[CH3:41]C(O)C. No catalyst specified. The product is [CH3:41][C:5]1[C:6]([NH:8][C:9]2[CH:18]=[CH:17][C:12]3[NH:13][C:14](=[O:16])[O:40][C:34]=3[CH:36]=2)=[N:7][C:2]([NH:33][C:30]2[CH:31]=[N:32][C:27]([N:24]3[CH2:25][CH2:26][N:21]([CH3:20])[CH2:22][CH2:23]3)=[CH:28][CH:29]=2)=[N:3][CH:4]=1. The yield is 0.600. (2) The reactants are [NH2:1][C:2]1[CH:15]=[CH:14][C:13]2[C:12](=[O:16])[C:11]3[C:6](=[CH:7][C:8]([NH2:17])=[CH:9][CH:10]=3)[C:5](=[O:18])[C:4]=2[CH:3]=1.N1[CH:24]=[CH:23][CH:22]=[CH:21][CH:20]=1.[CH:25]1([C:30](Cl)=[O:31])[CH2:29][CH2:28][CH2:27][CH2:26]1.CN(C)[CH:35]=[O:36]. No catalyst specified. The product is [CH:15]1[C:2]([NH:1][C:30]([CH:25]2[CH2:29][CH2:28][CH2:27][CH2:26]2)=[O:31])=[CH:3][C:4]2[C:5]([C:6]3[CH:7]=[C:8]([NH:17][C:35]([CH:20]4[CH2:24][CH2:23][CH2:22][CH2:21]4)=[O:36])[CH:9]=[CH:10][C:11]=3[C:12](=[O:16])[C:13]=2[CH:14]=1)=[O:18]. The yield is 0.510. (3) The reactants are [Br:1][C:2]1[CH:17]=[CH:16][C:5]([N:6]([CH3:15])[C:7](=O)[C:8]2[CH:13]=[CH:12][CH:11]=[CH:10][CH:9]=2)=[C:4]([NH2:18])[CH:3]=1.O.C1(C)C=CC(S(O)(=O)=O)=CC=1. The catalyst is C1(C)C(C)=CC=CC=1. The product is [Br:1][C:2]1[CH:17]=[CH:16][C:5]2[N:6]([CH3:15])[C:7]([C:8]3[CH:13]=[CH:12][CH:11]=[CH:10][CH:9]=3)=[N:18][C:4]=2[CH:3]=1. The yield is 0.890. (4) The reactants are [CH2:1]([C:3]([C:13]1[C:21]2[C:16](=[C:17]([NH2:22])[CH:18]=[CH:19][CH:20]=2)[NH:15][CH:14]=1)([C:6]1[CH:11]=[CH:10][C:9]([F:12])=[CH:8][CH:7]=1)[CH2:4][CH3:5])[CH3:2].[C:23]1([S:29](Cl)(=[O:31])=[O:30])[CH:28]=[CH:27][CH:26]=[CH:25][CH:24]=1.N1C=CC=CC=1.C(=O)(O)[O-].[Na+]. The catalyst is ClCCl.C(OCC)(=O)C. The product is [CH2:1]([C:3]([C:13]1[C:21]2[C:16](=[C:17]([NH:22][S:29]([C:23]3[CH:28]=[CH:27][CH:26]=[CH:25][CH:24]=3)(=[O:31])=[O:30])[CH:18]=[CH:19][CH:20]=2)[NH:15][CH:14]=1)([C:6]1[CH:7]=[CH:8][C:9]([F:12])=[CH:10][CH:11]=1)[CH2:4][CH3:5])[CH3:2]. The yield is 0.680. (5) The catalyst is C1COCC1.CN(C1C=CN=CC=1)C. The reactants are [CH2:1]([O:3][C:4]([C:6]1([CH3:20])[CH2:11][NH:10][C:9]2[CH:12]=[C:13]([Cl:19])[C:14]([N+:16]([O-:18])=[O:17])=[CH:15][C:8]=2[O:7]1)=[O:5])[CH3:2].[O:21](C(OC(C)(C)C)=O)[C:22]([O:24][C:25]([CH3:28])([CH3:27])[CH3:26])=O. The product is [CH3:2][CH2:1][O:3][C:4]([C:6]1([CH3:20])[CH2:11][N:10]([C:22]([O:24][C:25]([CH3:28])([CH3:27])[CH3:26])=[O:21])[C:9]2[CH:12]=[C:13]([Cl:19])[C:14]([N+:16]([O-:18])=[O:17])=[CH:15][C:8]=2[O:7]1)=[O:5]. The yield is 0.904. (6) The reactants are [CH2:1]([CH:3]([N:6]1[CH2:11][CH2:10][NH:9][CH2:8][CH2:7]1)[CH2:4][CH3:5])[CH3:2].[Cl:12][C:13]([O:15][C:16]1[CH:21]=[CH:20][CH:19]=[C:18]([C:22]([F:25])([F:24])[F:23])[CH:17]=1)=[O:14]. The catalyst is C(Cl)Cl. The product is [ClH:12].[F:23][C:22]([F:24])([F:25])[C:18]1[CH:17]=[C:16]([O:15][C:13]([N:9]2[CH2:10][CH2:11][N:6]([CH:3]([CH2:4][CH3:5])[CH2:1][CH3:2])[CH2:7][CH2:8]2)=[O:14])[CH:21]=[CH:20][CH:19]=1. The yield is 0.860. (7) The reactants are [CH2:1]([N:8]1[C:14](=[O:15])[C:13]2[CH:16]=[CH:17][C:18](F)=[N:19][C:12]=2[O:11][CH2:10][CH2:9]1)[C:2]1[CH:7]=[CH:6][CH:5]=[CH:4][CH:3]=1.[Cl:21][C:22]1[CH:23]=[C:24]([OH:28])[CH:25]=[CH:26][CH:27]=1.C(=O)([O-])[O-].[K+].[K+].CN(C=O)C. The catalyst is O. The product is [CH2:1]([N:8]1[C:14](=[O:15])[C:13]2[CH:16]=[CH:17][C:18]([O:28][C:24]3[CH:25]=[CH:26][CH:27]=[C:22]([Cl:21])[CH:23]=3)=[N:19][C:12]=2[O:11][CH2:10][CH2:9]1)[C:2]1[CH:7]=[CH:6][CH:5]=[CH:4][CH:3]=1. The yield is 0.830. (8) The reactants are CN1CCOCC1.C(O[C:13]([N:15]1[CH2:20][CH2:19][CH:18]([C:21]([OH:23])=[O:22])[CH2:17][CH2:16]1)=[O:14])(C)(C)C.ClC(O[CH2:28][CH:29]([CH3:31])[CH3:30])=O.Cl.[NH2:33][CH2:34][C:35]([C:37]1[CH:42]=[CH:41][C:40]([F:43])=[C:39]([C:44]([F:47])([F:46])[F:45])[CH:38]=1)=[O:36]. The catalyst is C1COCC1. The product is [C:29]([O:23][C:21]([CH:18]1[CH2:17][CH2:16][N:15]([C:13](=[O:14])[NH:33][CH2:34][C:35]([C:37]2[CH:42]=[CH:41][C:40]([F:43])=[C:39]([C:44]([F:47])([F:45])[F:46])[CH:38]=2)=[O:36])[CH2:20][CH2:19]1)=[O:22])([CH3:31])([CH3:30])[CH3:28]. The yield is 0.708.